From a dataset of Drug-target binding data from BindingDB using Kd measurements. Regression. Given a target protein amino acid sequence and a drug SMILES string, predict the binding affinity score between them. We predict pKd (pKd = -log10(Kd in M); higher means stronger binding). Dataset: bindingdb_kd. The small molecule is c1ccc(-c2c[nH]cn2)cc1. The target protein (P9WPL0) has sequence MRRSPKGSPGAVLDLQRRVDQAVSADHAELMTIAKDANTFFGAESVQDPYPLYERMRAAGSVHRIANSDFYAVCGWDAVNEAIGRPEDFSSNLTATMTYTAEGTAKPFEMDPLGGPTHVLATADDPAHAVHRKLVLRHLAAKRIRVMEQFTVQAADRLWVDGMQDGCIEWMGAMANRLPMMVVAELIGLPDPDIAQLVKWGYAATQLLEGLVENDQLVAAGVALMELSGYIFEQFDRAAADPRDNLLGELATACASGELDTLTAQVMMVTLFAAGGESTAALLGSAVWILATRPDIQQQVRANPELLGAFIEETLRYEPPFRGHYRHVRNATTLDGTELPADSHLLLLWGAANRDPAQFEAPGEFRLDRAGGKGHISFGKGAHFCVGAALARLEARIVLRLLLDRTSVIEAADVGGWLPSILVRRIERLELAVQ. The pKd is 3.5.